From a dataset of Forward reaction prediction with 1.9M reactions from USPTO patents (1976-2016). Predict the product of the given reaction. (1) The product is: [Br:16][C:17]1[CH:28]=[CH:27][C:20]([C:21](=[O:22])[CH2:1][C:2]2[CH:7]=[CH:6][N:5]=[CH:4][N:3]=2)=[CH:19][CH:18]=1. Given the reactants [CH3:1][C:2]1[CH:7]=[CH:6][N:5]=[CH:4][N:3]=1.[Li+].CC([N-]C(C)C)C.[Br:16][C:17]1[CH:28]=[CH:27][C:20]([C:21](N(OC)C)=[O:22])=[CH:19][CH:18]=1, predict the reaction product. (2) Given the reactants [Cl:1][C:2]1[CH:3]=[CH:4][C:5]2[N:11]3[C:12]([C:15]([F:18])([F:17])[F:16])=[N:13][N:14]=[C:10]3[C@@H:9]([CH2:19][C:20]([O:22]C(C)C)=[O:21])[S:8][C@H:7]([C:26]3[CH:31]=[CH:30][CH:29]=[CH:28][C:27]=3[Cl:32])[C:6]=2[CH:33]=1.Cl, predict the reaction product. The product is: [Cl:1][C:2]1[CH:3]=[CH:4][C:5]2[N:11]3[C:12]([C:15]([F:17])([F:18])[F:16])=[N:13][N:14]=[C:10]3[C@@H:9]([CH2:19][C:20]([OH:22])=[O:21])[S:8][C@H:7]([C:26]3[CH:31]=[CH:30][CH:29]=[CH:28][C:27]=3[Cl:32])[C:6]=2[CH:33]=1.